This data is from M1 muscarinic receptor agonist screen with 61,833 compounds. The task is: Binary Classification. Given a drug SMILES string, predict its activity (active/inactive) in a high-throughput screening assay against a specified biological target. (1) The molecule is Brc1n(CC(O)COc2ccc(OC)cc2)c2c(n(c(=O)[nH]c2=O)C)n1. The result is 0 (inactive). (2) The result is 0 (inactive). The compound is O(CCN1CCCC1)c1cc2c(cc1)cccc2. (3) The compound is Clc1cc(C2N(C(=O)c3[nH][nH]\c(c23)=C2\C(=O)C=CC=C2)Cc2occc2)ccc1. The result is 0 (inactive). (4) The drug is S(=O)(=O)(Cc1nc(oc1C)c1ccc(OC)cc1)CC(=O)NCCc1c(OC)ccc(OC)c1. The result is 0 (inactive). (5) The molecule is S(c1n(c(nn1)Cc1nc(sc1)N)C)CC(=O)NCCc1cc(OC)c(OC)cc1. The result is 0 (inactive).